From a dataset of Forward reaction prediction with 1.9M reactions from USPTO patents (1976-2016). Predict the product of the given reaction. (1) The product is: [CH3:1][CH:2]1[CH2:6][N:5]([C:7]2([CH2:17][N+:18]([O-:20])=[O:19])[CH2:8][CH2:9][C:10](=[O:11])[CH2:15][CH2:16]2)[C:4](=[O:21])[CH2:3]1. Given the reactants [CH3:1][CH:2]1[CH2:6][N:5]([C:7]2([CH2:17][N+:18]([O-:20])=[O:19])[CH2:16][CH2:15][C:10]3(OCC[O:11]3)[CH2:9][CH2:8]2)[C:4](=[O:21])[CH2:3]1.O, predict the reaction product. (2) Given the reactants Br[CH2:2][C:3]([O:5][CH2:6][CH3:7])=[O:4].C(N(C(C)C)C(C)C)C.[CH3:17][O:18][C:19]1[CH:24]=[CH:23][C:22]([C:25]2[CH:30]=[CH:29][N:28]=[N:27][C:26]=2[N:31]=[C:32](SC)[S:33][CH3:34])=[C:21]([CH3:37])[CH:20]=1.O, predict the reaction product. The product is: [CH3:17][O:18][C:19]1[CH:24]=[CH:23][C:22]([C:25]2[C:26]3[N:27]([C:2]([C:3]([O:5][CH2:6][CH3:7])=[O:4])=[C:32]([S:33][CH3:34])[N:31]=3)[N:28]=[CH:29][CH:30]=2)=[C:21]([CH3:37])[CH:20]=1. (3) Given the reactants [C:1]1([C:7]2[CH:12]=[CH:11][CH:10]=[CH:9][C:8]=2[OH:13])[CH:6]=[CH:5][CH:4]=[CH:3][CH:2]=1.[OH-].[K+].CS(C)=O.Cl[CH2:21][CH2:22][CH2:23][CH2:24][CH2:25][CH2:26][CH2:27][CH2:28][CH2:29][CH2:30][CH2:31][CH2:32][CH2:33][CH2:34][CH2:35][CH3:36], predict the reaction product. The product is: [CH2:36]([O:13][C:8]1[CH:9]=[CH:10][CH:11]=[CH:12][C:7]=1[C:1]1[CH:2]=[CH:3][CH:4]=[CH:5][CH:6]=1)[CH2:35][CH2:34][CH2:33][CH2:32][CH2:31][CH2:30][CH2:29][CH2:28][CH2:27][CH2:26][CH2:25][CH2:24][CH2:23][CH2:22][CH3:21]. (4) Given the reactants [CH3:1][C@@H:2]1[CH2:6][CH2:5][CH2:4][N:3]1[CH2:7][CH2:8][C:9]1[CH:14]=[CH:13][C:12]([C:15]2[CH:20]=[CH:19][C:18]([C:21]3([C:26](O)=[O:27])[CH2:25][CH2:24][CH2:23][CH2:22]3)=[CH:17][CH:16]=2)=[CH:11][CH:10]=1.Cl.[NH2:30][CH2:31][C:32]([O:34][CH3:35])=[O:33].CN(C(ON1N=NC2C=CC=NC1=2)=[N+](C)C)C.F[P-](F)(F)(F)(F)F.Cl, predict the reaction product. The product is: [CH3:1][C@@H:2]1[CH2:6][CH2:5][CH2:4][N:3]1[CH2:7][CH2:8][C:9]1[CH:14]=[CH:13][C:12]([C:15]2[CH:16]=[CH:17][C:18]([C:21]3([C:26]([NH:30][CH2:31][C:32]([O:34][CH3:35])=[O:33])=[O:27])[CH2:25][CH2:24][CH2:23][CH2:22]3)=[CH:19][CH:20]=2)=[CH:11][CH:10]=1. (5) Given the reactants Cl[C:2]1[CH:3]=[C:4]([N:21]([CH2:28][C:29]2[CH:34]=[CH:33][C:32]([O:35][CH3:36])=[CH:31][CH:30]=2)[C:22]2[CH:27]=[CH:26][CH:25]=[CH:24][N:23]=2)[C:5]2[N:6]([C:8]([C:11]([NH:13][C:14]3[CH:19]=[CH:18][N:17]=[C:16]([F:20])[CH:15]=3)=[O:12])=[CH:9][N:10]=2)[N:7]=1.[C@H:37]1([NH2:44])[CH2:42][CH2:41][C@H:40]([NH2:43])[CH2:39][CH2:38]1, predict the reaction product. The product is: [NH2:43][C@H:40]1[CH2:41][CH2:42][C@H:37]([NH:44][C:2]2[CH:3]=[C:4]([N:21]([CH2:28][C:29]3[CH:34]=[CH:33][C:32]([O:35][CH3:36])=[CH:31][CH:30]=3)[C:22]3[CH:27]=[CH:26][CH:25]=[CH:24][N:23]=3)[C:5]3[N:6]([C:8]([C:11]([NH:13][C:14]4[CH:19]=[CH:18][N:17]=[C:16]([F:20])[CH:15]=4)=[O:12])=[CH:9][N:10]=3)[N:7]=2)[CH2:38][CH2:39]1. (6) Given the reactants [NH2:1][C:2]1[CH:7]=[CH:6][N:5]=[CH:4][CH:3]=1.[H-].[Na+].CS[C:12]1[N:13]=[CH:14][C:15]2[CH:21]=[C:20]([C:22]3[CH:27]=[C:26]([O:28][CH3:29])[CH:25]=[C:24]([O:30][CH3:31])[CH:23]=3)[C:19](=[O:32])[N:18]([CH2:33][CH3:34])[C:16]=2[N:17]=1, predict the reaction product. The product is: [N:5]1[CH:6]=[CH:7][C:2]([NH:1][C:12]2[N:13]=[CH:14][C:15]3[CH:21]=[C:20]([C:22]4[CH:23]=[C:24]([O:30][CH3:31])[CH:25]=[C:26]([O:28][CH3:29])[CH:27]=4)[C:19](=[O:32])[N:18]([CH2:33][CH3:34])[C:16]=3[N:17]=2)=[CH:3][CH:4]=1. (7) Given the reactants C([NH:4][C:5]1[CH:17]=[C:16]2[C:8]([C:9]3[C:14]([CH2:18][CH2:19][CH2:20][CH3:21])([CH2:15]2)[CH2:13][CH2:12][C:11](=[O:22])[C:10]=3[Br:23])=[CH:7][C:6]=1[F:24])(=O)C, predict the reaction product. The product is: [NH2:4][C:5]1[CH:17]=[C:16]2[C:8]([C:9]3[C:14]([CH2:18][CH2:19][CH2:20][CH3:21])([CH2:15]2)[CH2:13][CH2:12][C:11](=[O:22])[C:10]=3[Br:23])=[CH:7][C:6]=1[F:24]. (8) Given the reactants C([O:3][C:4]([CH:6]1[CH2:8][CH:7]1[C:9]1[CH:14]=[CH:13][C:12]([C:15]2[CH:20]=[CH:19][CH:18]=[C:17]([C:21]3[CH:22]=[C:23]([C:31]([S:34]([CH3:37])(=[O:36])=[O:35])([CH3:33])[CH3:32])[CH:24]=[C:25]4[C:30]=3[N:29]=[CH:28][CH:27]=[CH:26]4)[CH:16]=2)=[CH:11][CH:10]=1)=[O:5])C.[Li+].[OH-], predict the reaction product. The product is: [CH3:37][S:34]([C:31]([C:23]1[CH:24]=[C:25]2[C:30](=[C:21]([C:17]3[CH:16]=[C:15]([C:12]4[CH:11]=[CH:10][C:9]([CH:7]5[CH2:8][CH:6]5[C:4]([OH:5])=[O:3])=[CH:14][CH:13]=4)[CH:20]=[CH:19][CH:18]=3)[CH:22]=1)[N:29]=[CH:28][CH:27]=[CH:26]2)([CH3:33])[CH3:32])(=[O:36])=[O:35]. (9) Given the reactants COP([CH2:7][C:8]([O:10][CH3:11])=[O:9])(OC)=O.[H-].[Na+].[C:14]([O:18][C:19]([N:21]1[CH2:26][CH2:25][C:24](=O)[CH2:23][CH2:22]1)=[O:20])([CH3:17])([CH3:16])[CH3:15].Cl, predict the reaction product. The product is: [C:14]([O:18][C:19]([N:21]1[CH2:26][CH2:25][C:24](=[CH:7][C:8]([O:10][CH3:11])=[O:9])[CH2:23][CH2:22]1)=[O:20])([CH3:17])([CH3:15])[CH3:16]. (10) Given the reactants [O:1]1[C:5]2[CH:6]=[C:7]([OH:10])[CH:8]=[CH:9][C:4]=2[CH2:3][CH2:2]1.Cl[C:12]1[CH:13]=[CH:14][C:15]([N+:27]([O-:29])=[O:28])=[C:16]([CH2:18][NH:19][C:20](=[O:26])[O:21][C:22]([CH3:25])([CH3:24])[CH3:23])[CH:17]=1.[H-].[Na+], predict the reaction product. The product is: [C:22]([O:21][C:20](=[O:26])[NH:19][CH2:18][C:16]1[CH:17]=[C:12]([O:10][C:7]2[CH:8]=[CH:9][C:4]3[CH2:3][CH2:2][O:1][C:5]=3[CH:6]=2)[CH:13]=[CH:14][C:15]=1[N+:27]([O-:29])=[O:28])([CH3:25])([CH3:23])[CH3:24].